Task: Predict the product of the given reaction.. Dataset: Forward reaction prediction with 1.9M reactions from USPTO patents (1976-2016) (1) Given the reactants [CH3:1][O:2][C:3]([C:5]1[N:6]([CH:10]2[C:19]3[C:14](=[CH:15][CH:16]=[CH:17][CH:18]=3)[C:13](=[O:20])[NH:12][C:11]2([CH3:22])[CH3:21])[CH:7]=[N:8][CH:9]=1)=[O:4].[H-].[Na+].[CH2:25](I)[CH3:26], predict the reaction product. The product is: [CH3:1][O:2][C:3]([C:5]1[N:6]([CH:10]2[C:19]3[C:14](=[CH:15][CH:16]=[CH:17][CH:18]=3)[C:13](=[O:20])[N:12]([CH2:25][CH3:26])[C:11]2([CH3:22])[CH3:21])[CH:7]=[N:8][CH:9]=1)=[O:4]. (2) Given the reactants C1(=O)OC(=[O:5])C2=CC=CC=C12.OO.[NH2:14][C:15]([NH2:17])=O.N[C:19]1[C:24]([Cl:25])=CN=[CH:21][C:20]=1[Cl:26].S([O-])([O-])=O.[Na+].[Na+], predict the reaction product. The product is: [NH2:14][C:15]1[C:24]([Cl:25])=[CH:19][C:20]([Cl:26])=[CH:21][N+:17]=1[O-:5]. (3) Given the reactants CNN[C:4](=O)[C:5]1[CH:10]=[CH:9][CH:8]=[N:7][C:6]=1[NH:11][C:12]1[CH:17]=[C:16](OC)[CH:15]=[C:14]([O:20][CH3:21])[CH:13]=1.CS[C:25](=[NH:27])N.I.[CH3:29][O:30][C:31]1[CH:32]=[C:33]([NH:39][C:40](=[NH:43])SC)[CH:34]=[C:35]([O:37][CH3:38])[CH:36]=1.C([N:46](CC)CC)C.[OH2:51], predict the reaction product. The product is: [O:51]1[C:15]2[CH:16]=[CH:17][C:12]([NH:11][C:6]3[N:27]([CH3:25])[N:46]=[C:8]([C:9]4[C:40]([NH:39][C:33]5[CH:32]=[C:31]([O:30][CH3:29])[CH:36]=[C:35]([O:37][CH3:38])[CH:34]=5)=[N:43][CH:4]=[CH:5][CH:10]=4)[N:7]=3)=[CH:13][C:14]=2[O:20][CH2:21]1. (4) Given the reactants C([N-]C(C)C)(C)C.[Li+].[CH2:9]([O:11][C:12]([CH:14]1[CH2:19][CH2:18][N:17]([C:20]([O:22][C:23]([CH3:26])([CH3:25])[CH3:24])=[O:21])[CH2:16][CH2:15]1)=[O:13])[CH3:10].[F:27][C:28]1[CH:35]=[CH:34][C:31]([CH2:32]Br)=[CH:30][CH:29]=1, predict the reaction product. The product is: [CH2:9]([O:11][C:12]([C:14]1([CH2:32][C:31]2[CH:34]=[CH:35][C:28]([F:27])=[CH:29][CH:30]=2)[CH2:19][CH2:18][N:17]([C:20]([O:22][C:23]([CH3:25])([CH3:24])[CH3:26])=[O:21])[CH2:16][CH2:15]1)=[O:13])[CH3:10]. (5) Given the reactants Cl[CH2:2][C:3]([N:5]1[CH2:10][CH2:9][CH:8]([N:11]2[C:15](=[O:16])[C:14]([CH3:18])([CH3:17])[C:13]([C:19]3[CH:24]=[CH:23][C:22]([O:25][CH3:26])=[C:21]([O:27][CH3:28])[CH:20]=3)=[N:12]2)[CH2:7][CH2:6]1)=[O:4].[C:29]1(=[O:35])[NH:33][C:32](=[O:34])[CH2:31][CH2:30]1.C(=O)([O-])[O-].[K+].[K+].O, predict the reaction product. The product is: [CH3:28][O:27][C:21]1[CH:20]=[C:19]([C:13]2[C:14]([CH3:17])([CH3:18])[C:15](=[O:16])[N:11]([CH:8]3[CH2:9][CH2:10][N:5]([C:3](=[O:4])[CH2:2][N:33]4[C:29](=[O:35])[CH2:30][CH2:31][C:32]4=[O:34])[CH2:6][CH2:7]3)[N:12]=2)[CH:24]=[CH:23][C:22]=1[O:25][CH3:26]. (6) Given the reactants [CH3:1][N:2]([CH2:4][C:5]1[C:13]2[O:12][N:11]=[C:10]([CH2:14][CH2:15][CH:16]3[CH2:21][CH2:20][N:19]([CH2:22][C:23]4[CH:28]=[CH:27][CH:26]=[CH:25][CH:24]=4)[CH2:18][CH2:17]3)[C:9]=2[CH:8]=[CH:7][C:6]=1[O:29][C:30]1[CH:35]=[CH:34][C:33]([F:36])=[CH:32][CH:31]=1)[CH3:3].[ClH:37], predict the reaction product. The product is: [ClH:37].[ClH:37].[CH3:1][N:2]([CH2:4][C:5]1[C:13]2[O:12][N:11]=[C:10]([CH2:14][CH2:15][CH:16]3[CH2:17][CH2:18][N:19]([CH2:22][C:23]4[CH:24]=[CH:25][CH:26]=[CH:27][CH:28]=4)[CH2:20][CH2:21]3)[C:9]=2[CH:8]=[CH:7][C:6]=1[O:29][C:30]1[CH:35]=[CH:34][C:33]([F:36])=[CH:32][CH:31]=1)[CH3:3].